From a dataset of NCI-60 drug combinations with 297,098 pairs across 59 cell lines. Regression. Given two drug SMILES strings and cell line genomic features, predict the synergy score measuring deviation from expected non-interaction effect. (1) Drug 2: CC1=C2C(C(=O)C3(C(CC4C(C3C(C(C2(C)C)(CC1OC(=O)C(C(C5=CC=CC=C5)NC(=O)C6=CC=CC=C6)O)O)OC(=O)C7=CC=CC=C7)(CO4)OC(=O)C)O)C)OC(=O)C. Synergy scores: CSS=49.9, Synergy_ZIP=1.76, Synergy_Bliss=0.630, Synergy_Loewe=4.07, Synergy_HSA=5.74. Drug 1: C1=CN(C(=O)N=C1N)C2C(C(C(O2)CO)O)O.Cl. Cell line: HT29. (2) Drug 1: CCN(CC)CCNC(=O)C1=C(NC(=C1C)C=C2C3=C(C=CC(=C3)F)NC2=O)C. Drug 2: CN1C=C(C=N1)C2=C3N=C(C(=C(N3N=C2)N)Br)C4CCCNC4. Cell line: HCT116. Synergy scores: CSS=77.6, Synergy_ZIP=8.87, Synergy_Bliss=10.0, Synergy_Loewe=7.49, Synergy_HSA=13.3. (3) Drug 1: CCC1=CC2CC(C3=C(CN(C2)C1)C4=CC=CC=C4N3)(C5=C(C=C6C(=C5)C78CCN9C7C(C=CC9)(C(C(C8N6C)(C(=O)OC)O)OC(=O)C)CC)OC)C(=O)OC.C(C(C(=O)O)O)(C(=O)O)O. Drug 2: CC12CCC3C(C1CCC2O)C(CC4=C3C=CC(=C4)O)CCCCCCCCCS(=O)CCCC(C(F)(F)F)(F)F. Cell line: KM12. Synergy scores: CSS=45.2, Synergy_ZIP=-2.66, Synergy_Bliss=-7.41, Synergy_Loewe=-22.3, Synergy_HSA=-4.04.